This data is from Reaction yield outcomes from USPTO patents with 853,638 reactions. The task is: Predict the reaction yield, written as a fraction of the theoretical maximum amount of product (1.0 means a 100% yield; for example, 0.34 means a 34% yield). (1) The product is [NH2:21][CH2:8][CH:6]1[CH2:5][CH:4]([C:14]([O:16][C:17]([CH3:20])([CH3:19])[CH3:18])=[O:15])[CH:3]([CH2:1][CH3:2])[CH2:7]1. The catalyst is CN(C=O)C.C1COCC1.O. The yield is 0.460. The reactants are [CH2:1]([CH:3]1[CH2:7][CH:6]([CH2:8]OS(C)(=O)=O)[CH2:5][CH:4]1[C:14]([O:16][C:17]([CH3:20])([CH3:19])[CH3:18])=[O:15])[CH3:2].[N-:21]=[N+]=[N-].[Na+].C1(P(C2C=CC=CC=2)C2C=CC=CC=2)C=CC=CC=1. (2) The reactants are Br[C:2]1[O:6][C:5]([C:7]2[C:12]([F:13])=[CH:11][CH:10]=[CH:9][C:8]=2[F:14])=[N:4][C:3]=1[C:15]([NH2:17])=[O:16].CC(C)([O-])C.[Na+].[CH3:24][O:25][C:26]1[CH:31]=[CH:30][C:29]([NH2:32])=[CH:28][CH:27]=1. The catalyst is FC(F)(F)C1C=CC=CC=1.C1C=CC(/C=C/C(/C=C/C2C=CC=CC=2)=O)=CC=1.C1C=CC(/C=C/C(/C=C/C2C=CC=CC=2)=O)=CC=1.C1C=CC(/C=C/C(/C=C/C2C=CC=CC=2)=O)=CC=1.[Pd].[Pd]. The product is [F:14][C:8]1[CH:9]=[CH:10][CH:11]=[C:12]([F:13])[C:7]=1[C:5]1[O:6][C:2]([NH:32][C:29]2[CH:30]=[CH:31][C:26]([O:25][CH3:24])=[CH:27][CH:28]=2)=[C:3]([C:15]([NH2:17])=[O:16])[N:4]=1. The yield is 0.0800. (3) The reactants are [CH:1]1([CH2:4][OH:5])[CH2:3][CH2:2]1.F[C:7]1[CH:8]=[C:9]([CH3:16])[CH:10]=[CH:11][C:12]=1[N+:13]([O-:15])=[O:14].[CH:17]1([CH2:20][O:21][C:22]2[CH:28]=[C:27]([CH3:29])[CH:26]=[CH:25][C:23]=2[NH2:24])[CH2:19][CH2:18]1.[NH2:30][C:31]1[S:32][CH:33]=[CH:34][N:35]=1. No catalyst specified. The product is [CH:1]1([CH2:4][O:5][C:7]2[CH:8]=[C:9]([CH3:16])[CH:10]=[CH:11][C:12]=2[N+:13]([O-:15])=[O:14])[CH2:3][CH2:2]1.[CH:17]1([CH2:20][O:21][C:22]2[CH:28]=[C:27]([CH3:29])[CH:26]=[CH:25][C:23]=2[NH:24][C:4]([NH:30][C:31]2[S:32][CH:33]=[CH:34][N:35]=2)=[O:5])[CH2:18][CH2:19]1. The yield is 0.750. (4) The reactants are [CH2:1]([O:3][C:4](=[O:15])[C:5](=O)[C:6]([CH:11]([CH3:13])[CH3:12])=[CH:7][N:8](C)C)C.Cl.[Cl:17][C:18]1[CH:23]=[CH:22][CH:21]=[C:20]([Cl:24])[C:19]=1[NH:25]N.Cl. The catalyst is CCO. The product is [CH3:1][O:3][C:4]([C:5]1[N:25]([C:19]2[C:18]([Cl:17])=[CH:23][CH:22]=[CH:21][C:20]=2[Cl:24])[N:8]=[CH:7][C:6]=1[CH:11]([CH3:13])[CH3:12])=[O:15]. The yield is 0.520. (5) The reactants are [CH3:1][C:2](C)([O-])C.[K+].[Cl:7][C:8]1[C:16]2[N:15]=[C:14]3[N:17]([C:21]4[C:22]([CH3:30])=[N:23][C:24]([O:28][CH3:29])=[N:25][C:26]=4[CH3:27])[CH2:18][CH2:19][CH2:20][N:13]3[C:12]=2[C:11]([CH2:31][C:32]#[N:33])=[CH:10][CH:9]=1.C(I)C. The catalyst is O1CCCC1.[Cl-].[NH4+]. The product is [Cl:7][C:8]1[C:16]2[N:15]=[C:14]3[N:17]([C:21]4[C:22]([CH3:30])=[N:23][C:24]([O:28][CH3:29])=[N:25][C:26]=4[CH3:27])[CH2:18][CH2:19][CH2:20][N:13]3[C:12]=2[C:11]([CH:31]([CH2:1][CH3:2])[C:32]#[N:33])=[CH:10][CH:9]=1. The yield is 0.790. (6) The reactants are [NH2:1][C:2]1[CH:6]=CNN=1.CO[C:9](=[O:20])[C:10]1[CH:15]=[CH:14][CH:13]=[CH:12][C:11]=1[C:16]([F:19])([F:18])[F:17]. No catalyst specified. The product is [O:20]=[C:9]([C:10]1[CH:15]=[CH:14][CH:13]=[CH:12][C:11]=1[C:16]([F:17])([F:18])[F:19])[CH2:6][C:2]#[N:1]. The yield is 0.940. (7) The reactants are Cl.[NH2:2][OH:3].CC([O-])=O.[Na+].[C:9]([C:12]1[CH:17]=[C:16]([CH3:18])[C:15]([Br:19])=[CH:14][C:13]=1[OH:20])(=O)[CH3:10].CCO. The catalyst is O. The product is [Br:19][C:15]1[C:16]([CH3:18])=[CH:17][C:12]([CH2:9][CH:10]=[N:2][OH:3])=[C:13]([OH:20])[CH:14]=1. The yield is 0.975. (8) The reactants are Cl[C:2]1[N:7]=[C:6]([NH2:8])[C:5]([N+:9]([O-:11])=[O:10])=[CH:4][CH:3]=1.[C:12]1([OH:18])[CH:17]=[CH:16][CH:15]=[CH:14][CH:13]=1.C[O-].[Na+]. No catalyst specified. The product is [N+:9]([C:5]1[C:6]([NH2:8])=[N:7][C:2]([O:18][C:12]2[CH:17]=[CH:16][CH:15]=[CH:14][CH:13]=2)=[CH:3][CH:4]=1)([O-:11])=[O:10]. The yield is 0.660. (9) The reactants are [Br:1][C:2]1[N:7]=[C:6]([C:8](O)([CH3:10])[CH3:9])[C:5]([F:12])=[CH:4][CH:3]=1.CS(OS(C)(=O)=O)(=O)=O.C(N(CC)CC)C. The catalyst is ClCCl. The product is [Br:1][C:2]1[N:7]=[C:6]([C:8]([CH3:10])=[CH2:9])[C:5]([F:12])=[CH:4][CH:3]=1. The yield is 0.840.